This data is from Full USPTO retrosynthesis dataset with 1.9M reactions from patents (1976-2016). The task is: Predict the reactants needed to synthesize the given product. (1) Given the product [Br:28][C:25]1[O:24][C:23]([C:20]2[O:19][C:18]([N:4]3[CH:5]4[CH2:8][CH2:9][N:1]([CH2:7][CH2:6]4)[CH2:2][CH2:3]3)=[N:22][N:21]=2)=[CH:27][CH:26]=1, predict the reactants needed to synthesize it. The reactants are: [N:1]12[CH2:9][CH2:8][CH:5]([CH2:6][CH2:7]1)[NH:4][CH2:3][CH2:2]2.C(S[C:18]1[O:19][C:20]([C:23]2[O:24][C:25]([Br:28])=[CH:26][CH:27]=2)=[N:21][N:22]=1)C1C=CC=CC=1.C(N(CC)C(C)C)(C)C. (2) Given the product [Br:40][C:2]1[CH:7]=[CH:6][C:5]([N:8]([C:13]2[C:32]([CH:33]3[CH2:35][CH2:34]3)=[CH:31][C:16]3[C:17]([C:27]([NH:29][CH3:30])=[O:28])=[C:18]([C:20]4[CH:25]=[CH:24][C:23]([F:26])=[CH:22][CH:21]=4)[O:19][C:15]=3[CH:14]=2)[S:9]([CH3:12])(=[O:11])=[O:10])=[CH:4][C:3]=1[S:36]([CH3:39])(=[O:38])=[O:37], predict the reactants needed to synthesize it. The reactants are: N[C:2]1[CH:7]=[CH:6][C:5]([N:8]([C:13]2[C:32]([CH:33]3[CH2:35][CH2:34]3)=[CH:31][C:16]3[C:17]([C:27]([NH:29][CH3:30])=[O:28])=[C:18]([C:20]4[CH:25]=[CH:24][C:23]([F:26])=[CH:22][CH:21]=4)[O:19][C:15]=3[CH:14]=2)[S:9]([CH3:12])(=[O:11])=[O:10])=[CH:4][C:3]=1[S:36]([CH3:39])(=[O:38])=[O:37].[BrH:40].N([O-])=O.[Na+].S(=O)(O)[O-].[Na+]. (3) Given the product [Cl:1][C:2]1[CH:10]=[C:9]2[C:5](/[C:6](=[CH:16]/[C:15]3[CH:18]=[CH:19][CH:20]=[C:13]([Cl:12])[C:14]=3[F:21])/[C:7](=[O:11])[NH:8]2)=[CH:4][CH:3]=1, predict the reactants needed to synthesize it. The reactants are: [Cl:1][C:2]1[CH:10]=[C:9]2[C:5]([CH2:6][C:7](=[O:11])[NH:8]2)=[CH:4][CH:3]=1.[Cl:12][C:13]1[C:14]([F:21])=[C:15]([CH:18]=[CH:19][CH:20]=1)[CH:16]=O.N1CCCCC1.